Dataset: Catalyst prediction with 721,799 reactions and 888 catalyst types from USPTO. Task: Predict which catalyst facilitates the given reaction. (1) Reactant: [OH:1][CH:2]1[CH2:10][C:9]2[C:4](=[CH:5][CH:6]=[C:7]([C:11]([F:14])([F:13])[F:12])[CH:8]=2)[CH:3]1[N:15]1[CH2:20][CH2:19][N:18]([C:21]([O:23][C:24]([CH3:27])([CH3:26])[CH3:25])=[O:22])[CH2:17][C@@H:16]1[CH3:28].[H-].[Na+].[CH3:31]I. Product: [CH3:31][O:1][CH:2]1[CH2:10][C:9]2[C:4](=[CH:5][CH:6]=[C:7]([C:11]([F:14])([F:12])[F:13])[CH:8]=2)[CH:3]1[N:15]1[CH2:20][CH2:19][N:18]([C:21]([O:23][C:24]([CH3:27])([CH3:26])[CH3:25])=[O:22])[CH2:17][C@@H:16]1[CH3:28]. The catalyst class is: 1. (2) Reactant: [CH:1]1([CH2:4][CH2:5][NH:6][C:7]2[CH:8]=[C:9]([C:13]3[CH:18]=[CH:17][C:16]([C:19]([F:22])([F:21])[F:20])=[CH:15][CH:14]=3)[CH:10]=[CH:11][CH:12]=2)[CH2:3][CH2:2]1.Cl[S:24]([C:27]1[CH:39]=[CH:38][C:30]([O:31][CH2:32][C:33]([O:35][CH2:36][CH3:37])=[O:34])=[C:29]([CH3:40])[CH:28]=1)(=[O:26])=[O:25].C(N(CC)CC)C. Product: [CH:1]1([CH2:4][CH2:5][N:6]([C:7]2[CH:8]=[C:9]([C:13]3[CH:14]=[CH:15][C:16]([C:19]([F:20])([F:21])[F:22])=[CH:17][CH:18]=3)[CH:10]=[CH:11][CH:12]=2)[S:24]([C:27]2[CH:39]=[CH:38][C:30]([O:31][CH2:32][C:33]([O:35][CH2:36][CH3:37])=[O:34])=[C:29]([CH3:40])[CH:28]=2)(=[O:26])=[O:25])[CH2:3][CH2:2]1. The catalyst class is: 34. (3) Reactant: OC1C2CCCC2CN1C([O-])=O.[BH4-].[Na+].[O:15]=[C:16]1[CH2:30][C@@H:19]2[CH2:20][N:21]([C:23]([O:25][C:26]([CH3:29])([CH3:28])[CH3:27])=[O:24])[CH2:22][C@@H:18]2[CH2:17]1. Product: [OH:15][CH:16]1[CH2:30][C@@H:19]2[CH2:20][N:21]([C:23]([O:25][C:26]([CH3:28])([CH3:27])[CH3:29])=[O:24])[CH2:22][C@@H:18]2[CH2:17]1. The catalyst class is: 5. (4) Reactant: [C:1]1([NH:7][CH2:8][C:9]([OH:11])=[O:10])[CH:6]=[CH:5][CH:4]=[CH:3][CH:2]=1.[CH3:12]O. Product: [CH3:12][O:10][C:9](=[O:11])[CH2:8][NH:7][C:1]1[CH:6]=[CH:5][CH:4]=[CH:3][CH:2]=1. The catalyst class is: 82. (5) Reactant: Br[C:2]1[CH:3]=[CH:4][N:5]=[C:6]2[C:11]=1[N:10]=[C:9]([O:12][CH3:13])[CH:8]=[CH:7]2.[C:14]([O:18][C:19](=[O:26])[NH:20][CH2:21][CH:22]1[CH2:25][NH:24][CH2:23]1)([CH3:17])([CH3:16])[CH3:15]. Product: [C:14]([O:18][C:19](=[O:26])[NH:20][CH2:21][CH:22]1[CH2:23][N:24]([C:2]2[C:11]3[C:6](=[CH:7][CH:8]=[C:9]([O:12][CH3:13])[N:10]=3)[N:5]=[CH:4][CH:3]=2)[CH2:25]1)([CH3:17])([CH3:15])[CH3:16]. The catalyst class is: 709. (6) Reactant: [C:1]1([CH2:7][CH2:8][CH2:9][CH2:10][CH2:11][CH2:12][C:13]([C:15]2[O:16][C:17]([C:20]3[CH:21]=[C:22]([CH:27]=[CH:28][CH:29]=3)[C:23]([O:25]C)=[O:24])=[CH:18][N:19]=2)=[O:14])[CH:6]=[CH:5][CH:4]=[CH:3][CH:2]=1. Product: [C:1]1([CH2:7][CH2:8][CH2:9][CH2:10][CH2:11][CH2:12][C:13]([C:15]2[O:16][C:17]([C:20]3[CH:21]=[C:22]([CH:27]=[CH:28][CH:29]=3)[C:23]([OH:25])=[O:24])=[CH:18][N:19]=2)=[O:14])[CH:6]=[CH:5][CH:4]=[CH:3][CH:2]=1. The catalyst class is: 25. (7) Reactant: [CH:1]([O:4][C:5](=[O:18])[C:6]1[CH:11]=[CH:10][C:9]([Br:12])=[CH:8][C:7]=1[CH2:13][NH:14][CH:15]1[CH2:17][CH2:16]1)([CH3:3])[CH3:2].[C:19](=O)([O-])[O-].[K+].[K+].CI. Product: [CH:1]([O:4][C:5](=[O:18])[C:6]1[CH:11]=[CH:10][C:9]([Br:12])=[CH:8][C:7]=1[CH2:13][N:14]([CH:15]1[CH2:16][CH2:17]1)[CH3:19])([CH3:3])[CH3:2]. The catalyst class is: 21. (8) Product: [Br:14][C:15]1[C:20]([F:21])=[CH:19][C:18]([N:22]2[C:31]3[C:26](=[CH:27][C:28]([S:32](=[O:33])(=[O:34])[N:35]([C:45]4[CH:49]=[CH:48][O:47][N:46]=4)[CH2:36][C:37]4[CH:38]=[CH:39][C:40]([O:43][CH3:44])=[CH:41][CH:42]=4)=[CH:29][CH:30]=3)[CH:25]=[CH:24][C:23]2=[O:50])=[C:17]([CH:16]=1)[O:51][CH:2]1[CH2:6][CH2:5][N:4]([C:7]([O:9][C:10]([CH3:13])([CH3:12])[CH3:11])=[O:8])[CH2:3]1. The catalyst class is: 10. Reactant: I[CH:2]1[CH2:6][CH2:5][N:4]([C:7]([O:9][C:10]([CH3:13])([CH3:12])[CH3:11])=[O:8])[CH2:3]1.[Br:14][C:15]1[C:20]([F:21])=[CH:19][C:18]([N:22]2[C:31]3[C:26](=[CH:27][C:28]([S:32]([N:35]([C:45]4[CH:49]=[CH:48][O:47][N:46]=4)[CH2:36][C:37]4[CH:42]=[CH:41][C:40]([O:43][CH3:44])=[CH:39][CH:38]=4)(=[O:34])=[O:33])=[CH:29][CH:30]=3)[CH:25]=[CH:24][C:23]2=[O:50])=[C:17]([OH:51])[CH:16]=1.C(=O)([O-])[O-].[Cs+].[Cs+]. (9) The catalyst class is: 22. Product: [Br:19][CH2:2][C:3]1[C:8]([CH3:9])=[CH:7][CH:6]=[C:5]([CH3:10])[C:4]=1[N:11]1[C:15](=[O:16])[N:14]([CH3:17])[N:13]=[N:12]1. Reactant: O[CH2:2][C:3]1[C:8]([CH3:9])=[CH:7][CH:6]=[C:5]([CH3:10])[C:4]=1[N:11]1[C:15](=[O:16])[N:14]([CH3:17])[N:13]=[N:12]1.P(Br)(Br)[Br:19].